This data is from Full USPTO retrosynthesis dataset with 1.9M reactions from patents (1976-2016). The task is: Predict the reactants needed to synthesize the given product. (1) Given the product [CH:1]1([CH2:7][N:8]([CH2:9][CH2:10][C:11]2[CH:16]=[CH:15][C:14]([CH2:17][N:18]3[CH2:22][CH2:21][CH2:20][CH2:19]3)=[CH:13][CH:12]=2)[C:36]([C:33]2[CH:32]=[CH:31][C:30]([C:27]3[CH:28]=[CH:29][C:24]([Cl:23])=[CH:25][CH:26]=3)=[CH:35][CH:34]=2)=[O:37])[CH2:6][CH2:5][CH2:4][CH2:3][CH2:2]1, predict the reactants needed to synthesize it. The reactants are: [CH:1]1([CH2:7][NH:8][CH2:9][CH2:10][C:11]2[CH:16]=[CH:15][C:14]([CH2:17][N:18]3[CH2:22][CH2:21][CH2:20][CH2:19]3)=[CH:13][CH:12]=2)[CH2:6][CH2:5][CH2:4][CH2:3][CH2:2]1.[Cl:23][C:24]1[CH:29]=[CH:28][C:27]([C:30]2[CH:35]=[CH:34][C:33]([C:36](O)=[O:37])=[CH:32][CH:31]=2)=[CH:26][CH:25]=1. (2) Given the product [O:2]1[C:11]2[CH:10]=[C:9]([CH2:12][NH:13][CH2:14][CH:15]3[CH2:19][CH2:18][N:17]([CH2:37][CH2:36][N:33]4[C:34]5[C:29](=[N:28][CH:27]=[C:26]([F:25])[CH:35]=5)[CH:30]=[CH:31][C:32]4=[O:39])[CH2:16]3)[N:8]=[CH:7][C:6]=2[O:5][CH2:4][CH2:3]1, predict the reactants needed to synthesize it. The reactants are: Cl.[O:2]1[C:11]2[CH:10]=[C:9]([CH2:12][NH:13][CH2:14][CH:15]3[CH2:19][CH2:18][NH:17][CH2:16]3)[N:8]=[CH:7][C:6]=2[O:5][CH2:4][CH2:3]1.C[O-].[Na+].CO.[F:25][C:26]1[CH:35]=[C:34]2[C:29]([CH:30]=[CH:31][C:32](=[O:39])[N:33]2[CH2:36][CH:37]=O)=[N:28][CH:27]=1.C([BH3-])#N.[Na+].C(=O)([O-])O.[Na+].